This data is from Forward reaction prediction with 1.9M reactions from USPTO patents (1976-2016). The task is: Predict the product of the given reaction. (1) Given the reactants C(OC(C1C=C(OCC2C=CC=CC=2)C2C(=C(Br)C=CC=2)N=1)=O)C1C=CC=CC=1.[CH3:30][O:31][C:32]([C:34]1[CH:43]=[C:42]([OH:44])[C:41]2[C:36](=[C:37]([N+:46]([O-])=O)[CH:38]=[C:39]([Cl:45])[CH:40]=2)[N:35]=1)=[O:33], predict the reaction product. The product is: [CH3:30][O:31][C:32]([C:34]1[CH:43]=[C:42]([OH:44])[C:41]2[C:36](=[C:37]([NH2:46])[CH:38]=[C:39]([Cl:45])[CH:40]=2)[N:35]=1)=[O:33]. (2) Given the reactants C(N(CC)CC)C.N1C(=O)CC[C@H]1C(O)=O.[CH3:17][O:18][C:19]1[CH:20]=[C:21]2[C:26](=[CH:27][CH:28]=1)[N:25]=[CH:24][N:23]=[C:22]2[O:29][CH2:30][CH:31]1[CH2:36][CH2:35][CH:34]([OH:37])[CH2:33][CH2:32]1.O, predict the reaction product. The product is: [CH3:17][O:18][C:19]1[CH:20]=[C:21]2[C:26](=[CH:27][CH:28]=1)[N:25]=[CH:24][N:23]=[C:22]2[O:29][CH2:30][CH:31]1[CH2:36][CH2:35][C:34](=[O:37])[CH2:33][CH2:32]1. (3) The product is: [CH3:10][C:11]1([CH3:39])[CH2:20][C:19]2[C:14](=[CH:15][CH:16]=[C:17]([C:21]([NH:9][S:6]([CH:3]3[CH2:5][CH2:4]3)(=[O:8])=[O:7])=[O:22])[CH:18]=2)[NH:13][CH:12]1[C:24]1[CH:29]=[CH:28][CH:27]=[C:26]([N:30]2[CH2:35][CH2:34][N:33]([CH3:36])[C:32](=[O:37])[C:31]2=[O:38])[CH:25]=1. Given the reactants [H-].[Na+].[CH:3]1([S:6]([NH2:9])(=[O:8])=[O:7])[CH2:5][CH2:4]1.[CH3:10][C:11]1([CH3:39])[CH2:20][C:19]2[C:14](=[CH:15][CH:16]=[C:17]([C:21](O)=[O:22])[CH:18]=2)[NH:13][CH:12]1[C:24]1[CH:29]=[CH:28][CH:27]=[C:26]([N:30]2[CH2:35][CH2:34][N:33]([CH3:36])[C:32](=[O:37])[C:31]2=[O:38])[CH:25]=1.C(N1C=CN=C1)(N1C=CN=C1)=O, predict the reaction product. (4) Given the reactants I[C:2]1[CH:3]=[CH:4][C:5]([N:8]2[CH2:13][CH2:12][N:11]([C:14]([C:16]3[CH:21]=[CH:20][CH:19]=[CH:18][C:17]=3[C:22]([F:25])([F:24])[F:23])=[O:15])[CH2:10][CH2:9]2)=[N:6][CH:7]=1.[C:26]([C:28]1([OH:33])[CH2:32][CH2:31][CH2:30][CH2:29]1)#[CH:27], predict the reaction product. The product is: [OH:33][C:28]1([C:26]#[C:27][C:2]2[CH:3]=[CH:4][C:5]([N:8]3[CH2:13][CH2:12][N:11]([C:14]([C:16]4[CH:21]=[CH:20][CH:19]=[CH:18][C:17]=4[C:22]([F:25])([F:24])[F:23])=[O:15])[CH2:10][CH2:9]3)=[N:6][CH:7]=2)[CH2:32][CH2:31][CH2:30][CH2:29]1. (5) Given the reactants [NH2:1][C:2]1[N:7]=[CH:6][C:5]([C:8]2[CH:9]=[CH:10][C:11]([O:31][CH3:32])=[C:12]([CH:30]=2)[CH2:13][NH:14][CH:15]2[CH2:20][CH2:19][CH:18]([N:21]([CH3:29])[C:22](=[O:28])[O:23][C:24]([CH3:27])([CH3:26])[CH3:25])[CH2:17][CH2:16]2)=[CH:4][CH:3]=1.[Cl:33][C:34]1[C:35]2[C:45]([F:46])=[CH:44][CH:43]=[C:42]([F:47])[C:36]=2[S:37][C:38]=1[C:39](Cl)=[O:40], predict the reaction product. The product is: [NH2:1][C:2]1[N:7]=[CH:6][C:5]([C:8]2[CH:9]=[CH:10][C:11]([O:31][CH3:32])=[C:12]([CH:30]=2)[CH2:13][N:14]([C:39]([C:38]2[S:37][C:36]3[C:42]([F:47])=[CH:43][CH:44]=[C:45]([F:46])[C:35]=3[C:34]=2[Cl:33])=[O:40])[CH:15]2[CH2:16][CH2:17][CH:18]([N:21]([CH3:29])[C:22](=[O:28])[O:23][C:24]([CH3:26])([CH3:27])[CH3:25])[CH2:19][CH2:20]2)=[CH:4][CH:3]=1.